From a dataset of Full USPTO retrosynthesis dataset with 1.9M reactions from patents (1976-2016). Predict the reactants needed to synthesize the given product. (1) Given the product [Cl:1][CH2:2]/[C:3](/[O:9][CH2:12][CH2:13][CH3:14])=[CH:4]\[C:5]([O:7][CH3:8])=[O:6], predict the reactants needed to synthesize it. The reactants are: [Cl:1][CH2:2][C:3](=[O:9])[CH2:4][C:5]([O:7][CH3:8])=[O:6].C(OCCC)(OCCC)O[CH2:12][CH2:13][CH3:14].O=P12OP3(OP(OP(O3)(O1)=O)(=O)O2)=O. (2) Given the product [ClH:16].[F:1][C:2]1[CH:9]=[CH:8][C:5]([CH2:6][NH2:7])=[C:4]([C:10]2[N:11]=[N:12][N:13]([CH3:15])[N:14]=2)[CH:3]=1, predict the reactants needed to synthesize it. The reactants are: [F:1][C:2]1[CH:9]=[CH:8][C:5]([C:6]#[N:7])=[C:4]([C:10]2[N:11]=[N:12][N:13]([CH3:15])[N:14]=2)[CH:3]=1.[ClH:16].